Dataset: NCI-60 drug combinations with 297,098 pairs across 59 cell lines. Task: Regression. Given two drug SMILES strings and cell line genomic features, predict the synergy score measuring deviation from expected non-interaction effect. (1) Drug 2: CC1C(C(CC(O1)OC2CC(CC3=C2C(=C4C(=C3O)C(=O)C5=CC=CC=C5C4=O)O)(C(=O)C)O)N)O. Drug 1: CC1=C(C(=CC=C1)Cl)NC(=O)C2=CN=C(S2)NC3=CC(=NC(=N3)C)N4CCN(CC4)CCO. Synergy scores: CSS=51.4, Synergy_ZIP=6.54, Synergy_Bliss=8.46, Synergy_Loewe=-1.04, Synergy_HSA=5.28. Cell line: SK-MEL-2. (2) Drug 1: C1=CC(=C2C(=C1NCCNCCO)C(=O)C3=C(C=CC(=C3C2=O)O)O)NCCNCCO. Drug 2: C1=NC2=C(N=C(N=C2N1C3C(C(C(O3)CO)O)F)Cl)N. Cell line: BT-549. Synergy scores: CSS=53.5, Synergy_ZIP=-1.34, Synergy_Bliss=-2.59, Synergy_Loewe=0.000116, Synergy_HSA=3.71. (3) Drug 1: C1=CC(=CC=C1CCC2=CNC3=C2C(=O)NC(=N3)N)C(=O)NC(CCC(=O)O)C(=O)O. Drug 2: CN1C2=C(C=C(C=C2)N(CCCl)CCCl)N=C1CCCC(=O)O.Cl. Cell line: BT-549. Synergy scores: CSS=14.2, Synergy_ZIP=-3.60, Synergy_Bliss=0.742, Synergy_Loewe=-1.89, Synergy_HSA=2.50. (4) Drug 1: CC1=C(N=C(N=C1N)C(CC(=O)N)NCC(C(=O)N)N)C(=O)NC(C(C2=CN=CN2)OC3C(C(C(C(O3)CO)O)O)OC4C(C(C(C(O4)CO)O)OC(=O)N)O)C(=O)NC(C)C(C(C)C(=O)NC(C(C)O)C(=O)NCCC5=NC(=CS5)C6=NC(=CS6)C(=O)NCCC[S+](C)C)O. Drug 2: C1CN(P(=O)(OC1)NCCCl)CCCl. Cell line: OVCAR-8. Synergy scores: CSS=41.7, Synergy_ZIP=0.339, Synergy_Bliss=0.317, Synergy_Loewe=-49.4, Synergy_HSA=0.661. (5) Drug 1: C1=NC2=C(N1)C(=S)N=C(N2)N. Drug 2: CCCCC(=O)OCC(=O)C1(CC(C2=C(C1)C(=C3C(=C2O)C(=O)C4=C(C3=O)C=CC=C4OC)O)OC5CC(C(C(O5)C)O)NC(=O)C(F)(F)F)O. Cell line: HOP-62. Synergy scores: CSS=31.7, Synergy_ZIP=-0.643, Synergy_Bliss=-1.15, Synergy_Loewe=-0.940, Synergy_HSA=-0.212. (6) Drug 1: CC(CN1CC(=O)NC(=O)C1)N2CC(=O)NC(=O)C2. Cell line: LOX IMVI. Synergy scores: CSS=26.6, Synergy_ZIP=0.279, Synergy_Bliss=4.15, Synergy_Loewe=-8.16, Synergy_HSA=3.06. Drug 2: C1CNP(=O)(OC1)N(CCCl)CCCl. (7) Drug 1: C1=NC2=C(N1)C(=S)N=CN2. Synergy scores: CSS=56.2, Synergy_ZIP=-6.80, Synergy_Bliss=-0.411, Synergy_Loewe=1.35, Synergy_HSA=3.94. Drug 2: CC1=C(C(=O)C2=C(C1=O)N3CC4C(C3(C2COC(=O)N)OC)N4)N. Cell line: OVCAR-5. (8) Drug 1: CNC(=O)C1=NC=CC(=C1)OC2=CC=C(C=C2)NC(=O)NC3=CC(=C(C=C3)Cl)C(F)(F)F. Drug 2: CC1=C(C(=O)C2=C(C1=O)N3CC4C(C3(C2COC(=O)N)OC)N4)N. Cell line: IGROV1. Synergy scores: CSS=11.3, Synergy_ZIP=1.23, Synergy_Bliss=10.1, Synergy_Loewe=-9.07, Synergy_HSA=1.23. (9) Drug 1: CC12CCC3C(C1CCC2O)C(CC4=C3C=CC(=C4)O)CCCCCCCCCS(=O)CCCC(C(F)(F)F)(F)F. Drug 2: C(CC(=O)O)C(=O)CN.Cl. Cell line: CCRF-CEM. Synergy scores: CSS=20.7, Synergy_ZIP=-9.17, Synergy_Bliss=-3.02, Synergy_Loewe=-1.77, Synergy_HSA=-0.153. (10) Drug 1: CC1=C(C=C(C=C1)NC2=NC=CC(=N2)N(C)C3=CC4=NN(C(=C4C=C3)C)C)S(=O)(=O)N.Cl. Drug 2: CCC1=C2CN3C(=CC4=C(C3=O)COC(=O)C4(CC)O)C2=NC5=C1C=C(C=C5)O. Cell line: SN12C. Synergy scores: CSS=44.3, Synergy_ZIP=-0.283, Synergy_Bliss=-0.101, Synergy_Loewe=-37.8, Synergy_HSA=1.10.